This data is from Peptide-MHC class I binding affinity with 185,985 pairs from IEDB/IMGT. The task is: Regression. Given a peptide amino acid sequence and an MHC pseudo amino acid sequence, predict their binding affinity value. This is MHC class I binding data. (1) The peptide sequence is ITWPRTRHW. The MHC is HLA-A24:03 with pseudo-sequence HLA-A24:03. The binding affinity (normalized) is 0.0847. (2) The MHC is HLA-A02:02 with pseudo-sequence HLA-A02:02. The binding affinity (normalized) is 0.0857. The peptide sequence is ALPPRAYAM.